This data is from Forward reaction prediction with 1.9M reactions from USPTO patents (1976-2016). The task is: Predict the product of the given reaction. (1) Given the reactants N1C=CC=CC=1.[C:7]([O:11][C:12](=[O:25])[NH:13][C:14]1[O:18][N:17]=[C:16]([C:19]([CH3:24])([CH3:23])[CH2:20][NH:21][CH3:22])[CH:15]=1)([CH3:10])([CH3:9])[CH3:8].[C:26](Cl)(=[O:28])[CH3:27], predict the reaction product. The product is: [C:7]([O:11][C:12](=[O:25])[NH:13][C:14]1[O:18][N:17]=[C:16]([C:19]([CH3:24])([CH3:23])[CH2:20][N:21]([C:26](=[O:28])[CH3:27])[CH3:22])[CH:15]=1)([CH3:10])([CH3:9])[CH3:8]. (2) Given the reactants [O:1]=[C:2]1[C:10]2[C:5](=[CH:6][CH:7]=[CH:8][CH:9]=2)[C:4](=[O:11])[N:3]1[CH2:12][C:13]([NH:15][OH:16])=[NH:14].[O-2].[Mg+2].[C:19]1([S:25][CH2:26][C:27](Cl)=O)[CH:24]=[CH:23][CH:22]=[CH:21][CH:20]=1, predict the reaction product. The product is: [C:19]1([S:25][CH2:26][C:27]2[O:16][N:15]=[C:13]([CH2:12][N:3]3[C:2](=[O:1])[C:10]4[C:5](=[CH:6][CH:7]=[CH:8][CH:9]=4)[C:4]3=[O:11])[N:14]=2)[CH:24]=[CH:23][CH:22]=[CH:21][CH:20]=1. (3) Given the reactants [CH3:1][O:2][C:3](=[O:18])[CH:4]([N:9]([CH2:11][C:12]1[CH:17]=[CH:16][CH:15]=[CH:14][CH:13]=1)[CH3:10])[C:5](OC)=[O:6].[CH3:19][NH2:20].CO, predict the reaction product. The product is: [CH3:1][O:2][C:3](=[O:18])[CH:4]([N:9]([CH2:11][C:12]1[CH:17]=[CH:16][CH:15]=[CH:14][CH:13]=1)[CH3:10])[C:5]([NH:20][CH3:19])=[O:6]. (4) Given the reactants [CH3:1][N:2](C)[C:3](Cl)=O.[CH2:7]([NH:15][C:16](=O)[CH3:17])[CH2:8][CH2:9][CH2:10][CH2:11][CH2:12][CH2:13][CH3:14].[OH-].[Na+].C(=O)([O-])[O-].[Ca+2], predict the reaction product. The product is: [CH3:1][N:2]([CH3:3])[C:16](=[N:15][CH2:7][CH2:8][CH2:9][CH2:10][CH2:11][CH2:12][CH2:13][CH3:14])[CH3:17]. (5) Given the reactants [CH2:1]([O:11][C:12]1[CH:17]=[CH:16][N+:15]([O-])=[C:14]([CH3:19])[C:13]=1[CH3:20])[CH2:2][CH2:3][CH2:4][CH2:5][CH2:6][CH2:7][CH2:8][CH2:9][CH3:10].[C:21]([O:24]C(=O)C)(=[O:23])[CH3:22], predict the reaction product. The product is: [CH2:1]([O:11][C:12]1[CH:17]=[CH:16][N:15]=[C:14]([CH2:19][O:24][C:21](=[O:23])[CH3:22])[C:13]=1[CH3:20])[CH2:2][CH2:3][CH2:4][CH2:5][CH2:6][CH2:7][CH2:8][CH2:9][CH3:10]. (6) Given the reactants [Cl:1][C:2]1[CH:3]=[C:4]2[C:8](=[CH:9][C:10]=1[Cl:11])[C:7](=[O:12])O[C:5]2=[O:13].[NH2:14][CH2:15][C:16]([OH:18])=[O:17], predict the reaction product. The product is: [Cl:11][C:10]1[CH:9]=[C:8]2[C:4](=[CH:3][C:2]=1[Cl:1])[C:5](=[O:13])[N:14]([CH2:15][C:16]([OH:18])=[O:17])[C:7]2=[O:12].